This data is from Full USPTO retrosynthesis dataset with 1.9M reactions from patents (1976-2016). The task is: Predict the reactants needed to synthesize the given product. (1) Given the product [N+:16]([C:4]1[CH:3]=[C:2]([C:29]2[S:28][CH:32]=[CH:31][CH:30]=2)[CH:7]=[CH:6][C:5]=1[NH:8][C:9](=[O:15])[O:10][C:11]([CH3:14])([CH3:13])[CH3:12])([O-:18])=[O:17], predict the reactants needed to synthesize it. The reactants are: Br[C:2]1[CH:7]=[CH:6][C:5]([NH:8][C:9](=[O:15])[O:10][C:11]([CH3:14])([CH3:13])[CH3:12])=[C:4]([N+:16]([O-:18])=[O:17])[CH:3]=1.C([O-])([O-])=O.[K+].[K+].C(O)C.[S:28]1[CH:32]=[CH:31][CH:30]=[C:29]1B(O)O. (2) Given the product [Br:14][C:15]1[CH:16]=[C:17]([C:21]2[CH:22]=[CH:23][CH:24]=[C:25]([N:12]3[C:11]4[CH:10]=[CH:9][CH:8]=[CH:7][C:6]=4[C:5]4[C:13]3=[CH:1][CH:2]=[CH:3][CH:4]=4)[CH:26]=2)[CH:18]=[CH:19][CH:20]=1, predict the reactants needed to synthesize it. The reactants are: [CH:1]1[C:13]2[NH:12][C:11]3[C:6](=[CH:7][CH:8]=[CH:9][CH:10]=3)[C:5]=2[CH:4]=[CH:3][CH:2]=1.[Br:14][C:15]1[CH:16]=[C:17]([C:21]2[CH:26]=[CH:25][CH:24]=[C:23](Br)[CH:22]=2)[CH:18]=[CH:19][CH:20]=1.CC([O-])(C)C.[Na+]. (3) Given the product [CH2:1]([O:8][C:9]1[CH:10]=[C:11]([CH:15]=[C:16]([O:19][CH3:20])[C:17]=1[Br:18])[C:12]([NH:30][CH2:27][C:28]#[CH:29])=[O:14])[C:2]1[CH:3]=[CH:4][CH:5]=[CH:6][CH:7]=1, predict the reactants needed to synthesize it. The reactants are: [CH2:1]([O:8][C:9]1[CH:10]=[C:11]([CH:15]=[C:16]([O:19][CH3:20])[C:17]=1[Br:18])[C:12]([OH:14])=O)[C:2]1[CH:7]=[CH:6][CH:5]=[CH:4][CH:3]=1.C(Cl)(=O)C(Cl)=O.[CH2:27]([NH2:30])[C:28]#[CH:29].C(N(CC)CC)C.